From a dataset of Reaction yield outcomes from USPTO patents with 853,638 reactions. Predict the reaction yield, written as a fraction of the theoretical maximum amount of product (1.0 means a 100% yield; for example, 0.34 means a 34% yield). (1) The reactants are [Br:1][C:2]1[CH:7]=[CH:6][C:5]([S:8](Cl)(=[O:10])=[O:9])=[C:4]([O:12][C:13]([F:16])([F:15])[F:14])[CH:3]=1.[CH3:17][C:18]([NH2:21])([CH3:20])[CH3:19].C(N(CC)CC)C. The catalyst is C(Cl)Cl. The product is [Br:1][C:2]1[CH:7]=[CH:6][C:5]([S:8]([NH:21][C:18]([CH3:20])([CH3:19])[CH3:17])(=[O:10])=[O:9])=[C:4]([O:12][C:13]([F:16])([F:15])[F:14])[CH:3]=1. The yield is 0.570. (2) The reactants are C(O)(=O)C.[NH2:5][C:6]1[C:7](=[O:20])[N:8]([CH2:16][CH2:17][CH2:18][CH3:19])[C:9]2[CH2:10][CH2:11][CH2:12][CH2:13][C:14]=2[CH:15]=1.[CH2:21]([N:28]=[C:29]=[O:30])[C:22]1[CH:27]=[CH:26][CH:25]=[CH:24][CH:23]=1.Cl. The catalyst is C(Cl)Cl.CN(C)C1C=CN=CC=1. The product is [CH2:21]([NH:28][C:29]([NH:5][C:6]1[C:7](=[O:20])[N:8]([CH2:16][CH2:17][CH2:18][CH3:19])[C:9]2[CH2:10][CH2:11][CH2:12][CH2:13][C:14]=2[CH:15]=1)=[O:30])[C:22]1[CH:27]=[CH:26][CH:25]=[CH:24][CH:23]=1. The yield is 0.790. (3) The reactants are [H-].[Na+].[Br:3][C:4]1[CH:5]=[C:6]2[C:10](=[CH:11][CH:12]=1)[NH:9][N:8]=[C:7]2[CH:13]=[O:14].[CH3:15][Si:16]([CH2:19][CH2:20][O:21][CH2:22]Cl)([CH3:18])[CH3:17]. The catalyst is CN(C=O)C. The product is [Br:3][C:4]1[CH:5]=[C:6]2[C:10](=[CH:11][CH:12]=1)[N:9]([CH2:22][O:21][CH2:20][CH2:19][Si:16]([CH3:18])([CH3:17])[CH3:15])[N:8]=[C:7]2[CH:13]=[O:14]. The yield is 1.00. (4) No catalyst specified. The yield is 0.550. The product is [CH2:29]([N:14]([CH2:12][CH3:13])[CH2:15][CH2:16][NH:17][C:18]([C:20]1[C:24]([CH3:25])=[C:23]([CH:26]=[C:5]2[C:4]3[C:8](=[CH:9][CH:10]=[C:2]([F:1])[CH:3]=3)[NH:7][C:6]2=[O:11])[NH:22][C:21]=1[CH3:28])=[O:19])[CH3:30]. The reactants are [F:1][C:2]1[CH:3]=[C:4]2[C:8](=[CH:9][CH:10]=1)[NH:7][C:6](=[O:11])[CH2:5]2.[CH2:12]([N:14]([CH2:29][CH3:30])[CH2:15][CH2:16][NH:17][C:18]([C:20]1[C:24]([CH3:25])=[C:23]([CH:26]=O)[NH:22][C:21]=1[CH3:28])=[O:19])[CH3:13]. (5) The reactants are N1C=CC=CC=1.[N:7]1([C:12]2[CH:17]=[CH:16][C:15]([OH:18])=[CH:14][CH:13]=2)[CH:11]=[N:10][CH:9]=[N:8]1.[S:19](O[S:19]([C:22]([F:25])([F:24])[F:23])(=[O:21])=[O:20])([C:22]([F:25])([F:24])[F:23])(=[O:21])=[O:20]. The catalyst is Cl. The product is [N:7]1([C:12]2[CH:13]=[CH:14][C:15]([O:18][S:19]([C:22]([F:25])([F:24])[F:23])(=[O:21])=[O:20])=[CH:16][CH:17]=2)[CH:11]=[N:10][CH:9]=[N:8]1. The yield is 0.950. (6) The reactants are [CH2:1]([N:8]1[CH2:13][CH2:12][C:11]([NH:25][C:26]2[CH:31]=[CH:30][CH:29]=[CH:28][CH:27]=2)([C:14]2[CH:19]=[CH:18][CH:17]=[C:16]([C:20]3[S:21][CH:22]=[CH:23][CH:24]=3)[N:15]=2)[CH2:10][CH2:9]1)[C:2]1[CH:7]=[CH:6][CH:5]=[CH:4][CH:3]=1.[C:32](OC(=O)C)(=[O:34])[CH3:33]. No catalyst specified. The product is [CH2:1]([N:8]1[CH2:13][CH2:12][C:11]([N:25]([C:26]2[CH:31]=[CH:30][CH:29]=[CH:28][CH:27]=2)[C:32](=[O:34])[CH3:33])([C:14]2[CH:19]=[CH:18][CH:17]=[C:16]([C:20]3[S:21][CH:22]=[CH:23][CH:24]=3)[N:15]=2)[CH2:10][CH2:9]1)[C:2]1[CH:3]=[CH:4][CH:5]=[CH:6][CH:7]=1. The yield is 0.430.